From a dataset of Peptide-MHC class I binding affinity with 185,985 pairs from IEDB/IMGT. Regression. Given a peptide amino acid sequence and an MHC pseudo amino acid sequence, predict their binding affinity value. This is MHC class I binding data. (1) The peptide sequence is SCRVKLSAL. The MHC is HLA-B57:01 with pseudo-sequence HLA-B57:01. The binding affinity (normalized) is 0.0847. (2) The peptide sequence is EIEKVEKYL. The MHC is HLA-A68:02 with pseudo-sequence HLA-A68:02. The binding affinity (normalized) is 0.126.